From a dataset of Reaction yield outcomes from USPTO patents with 853,638 reactions. Predict the reaction yield, written as a fraction of the theoretical maximum amount of product (1.0 means a 100% yield; for example, 0.34 means a 34% yield). (1) The reactants are [O-:1]S(C(F)(F)F)(=O)=O.OC1C=[C:12](C=CC=1)[CH:13]=[O:14].C1CN([P+:23]([O:34]N2N=[N:42][C:37]3C=[CH:39][CH:40]=[CH:41][C:36]2=3)(N2CCCC2)N2CCCC2)CC1.F[P-](F)(F)(F)(F)F.CCN([CH:57]([CH3:59])C)C(C)C. The catalyst is CN(C=O)C. The product is [NH:42]1[CH:39]=[CH:40][CH2:41][CH2:36][CH2:37]1.[PH:23](=[O:34])([O:14][CH2:13][CH3:12])[O:1][CH2:57][CH3:59]. The yield is 0.700. (2) The reactants are [NH2:1][C:2]1[C:3]([O:20][CH3:21])=[CH:4][C:5]([CH:17]([CH3:19])[CH3:18])=[C:6]([CH:16]=1)[O:7][C:8]1[C:9]([NH2:15])=[N:10][C:11]([NH2:14])=[N:12][CH:13]=1.COC1[CH:29]=[CH:28][C:27](OC)=[CH:26]O1.[OH-].[Na+]. The catalyst is CC(O)=O. The product is [CH:17]([C:5]1[CH:4]=[C:3]([O:20][CH3:21])[C:2]([N:1]2[CH:29]=[CH:28][CH:27]=[CH:26]2)=[CH:16][C:6]=1[O:7][C:8]1[C:9]([NH2:15])=[N:10][C:11]([NH2:14])=[N:12][CH:13]=1)([CH3:19])[CH3:18]. The yield is 0.720. (3) The reactants are [C:1]([C:3]1[C:4]([C:17]2[CH:22]=[CH:21][C:20]([Cl:23])=[C:19]([Cl:24])[CH:18]=2)=[C:5]([C:14](O)=[O:15])[S:6][C:7]=1[N:8]1[CH2:13][CH2:12][O:11][CH2:10][CH2:9]1)#[N:2].CC[N:27]=C=NCCCN(C)C.C1C=CC2N(O)N=NC=2C=1.[OH-].[NH4+]. The catalyst is C(Cl)Cl. The product is [C:1]([C:3]1[C:4]([C:17]2[CH:22]=[CH:21][C:20]([Cl:23])=[C:19]([Cl:24])[CH:18]=2)=[C:5]([C:14]([NH2:27])=[O:15])[S:6][C:7]=1[N:8]1[CH2:13][CH2:12][O:11][CH2:10][CH2:9]1)#[N:2]. The yield is 0.990. (4) The reactants are [CH2:1]([N:6]1[C:14]2[C:9](=[CH:10][CH:11]=[CH:12][CH:13]=2)[C:8]2([C:18]3[CH:19]=[N+:20]([O-])[CH:21]=[CH:22][C:17]=3[O:16][CH2:15]2)[C:7]1=[O:24])[CH2:2][CH2:3][CH2:4][CH3:5].C(N(CC)CC)C.FC(F)(F)C(OC(=O)C(F)(F)F)=[O:35].[OH-].[Na+]. The catalyst is O1CCCC1.CO. The product is [CH2:1]([N:6]1[C:14]2[C:9](=[CH:10][CH:11]=[CH:12][CH:13]=2)[C:8]2([C:18]3[C:19](=[O:35])[NH:20][CH:21]=[CH:22][C:17]=3[O:16][CH2:15]2)[C:7]1=[O:24])[CH2:2][CH2:3][CH2:4][CH3:5]. The yield is 0.330. (5) The reactants are CN(S(F)(F)[F:5])C.[C:8]([C:10]1[C:14]([S:15][C:16]([F:19])([F:18])[F:17])=[C:13]([CH2:20]O)[N:12]([C:22]2[C:27]([Cl:28])=[CH:26][C:25]([C:29]([F:32])([F:31])[F:30])=[CH:24][C:23]=2[Cl:33])[N:11]=1)#[N:9].O. The product is [C:8]([C:10]1[C:14]([S:15][C:16]([F:19])([F:18])[F:17])=[C:13]([CH2:20][F:5])[N:12]([C:22]2[C:27]([Cl:28])=[CH:26][C:25]([C:29]([F:32])([F:31])[F:30])=[CH:24][C:23]=2[Cl:33])[N:11]=1)#[N:9]. The yield is 0.840. The catalyst is ClCCl.